Regression/Classification. Given a drug SMILES string, predict its absorption, distribution, metabolism, or excretion properties. Task type varies by dataset: regression for continuous measurements (e.g., permeability, clearance, half-life) or binary classification for categorical outcomes (e.g., BBB penetration, CYP inhibition). For this dataset (lipophilicity_astrazeneca), we predict Y. From a dataset of Experimental lipophilicity measurements (octanol/water distribution) for 4,200 compounds from AstraZeneca. (1) The drug is CN(c1ccnc(Nc2cc(N3CCOCC3)cc(N3CCOCC3)c2)n1)c1cccc2[nH]ncc12. The Y is 3.23 logD. (2) The molecule is Nc1ccc2c(c1)C(=O)C(=O)c1ccccc1-2. The Y is 2.23 logD. (3) The molecule is CN1Cc2ccccc2C(c2ccc(Cl)cc2)C1. The Y is 3.64 logD. (4) The molecule is CN1CCCN(C(c2ccccc2)c2ccc(Cl)cc2)CC1. The Y is 2.36 logD. (5) The compound is CCC(CC)NC(=O)c1nnn(-c2ccccc2)c1NS(=O)(=O)c1ccc(C)cc1. The Y is 0.460 logD. (6) The molecule is O=C(NCC1CCCCC1)c1cc(-n2ncc(=O)[nH]c2=O)ccc1Cl. The Y is 1.26 logD. (7) The compound is COc1ccc(-c2ccccc2)cc1N1CC(=O)NS1(=O)=O. The Y is -1.01 logD. (8) The compound is Cc1ccc(NC(=O)c2cccc(OCC(C)C)c2)cc1C(=O)Nc1cccnc1. The Y is 2.81 logD. (9) The compound is CN(C(=O)Cc1ccc(S(C)(=O)=O)cc1)[C@@H]1CCN(Cc2nc3ccccc3s2)C[C@@H]1F. The Y is 2.10 logD.